This data is from Forward reaction prediction with 1.9M reactions from USPTO patents (1976-2016). The task is: Predict the product of the given reaction. Given the reactants [C:1]([NH:9][C:10]([NH:12][CH2:13][CH2:14][O:15][C:16]1[CH:21]=[CH:20][C:19]([C:22]2[NH:31][C:30](=[O:32])[C:29]3[C:24](=[CH:25][C:26]([O:35][CH3:36])=[CH:27][C:28]=3[O:33][CH3:34])[N:23]=2)=[CH:18][C:17]=1[CH3:37])=S)(=O)[C:2]1[CH:7]=[CH:6][CH:5]=[CH:4][CH:3]=1.O.[NH2:39][NH2:40], predict the reaction product. The product is: [CH3:34][O:33][C:28]1[CH:27]=[C:26]([O:35][CH3:36])[CH:25]=[C:24]2[C:29]=1[C:30](=[O:32])[NH:31][C:22]([C:19]1[CH:20]=[CH:21][C:16]([O:15][CH2:14][CH2:13][NH:12][C:10]3[NH:9][C:1]([C:2]4[CH:7]=[CH:6][CH:5]=[CH:4][CH:3]=4)=[N:40][N:39]=3)=[C:17]([CH3:37])[CH:18]=1)=[N:23]2.